This data is from Full USPTO retrosynthesis dataset with 1.9M reactions from patents (1976-2016). The task is: Predict the reactants needed to synthesize the given product. (1) Given the product [Cl:16][C:17]1[CH:26]=[CH:25][C:20]2[C:21]([NH:24][C@@H:4]3[C:5]4[C:10](=[CH:9][CH:8]=[C:7]([C:12]#[N:13])[CH:6]=4)[O:11][C:2]([CH3:15])([CH3:1])[C@H:3]3[OH:14])=[N:22][O:23][C:19]=2[CH:18]=1, predict the reactants needed to synthesize it. The reactants are: [CH3:1][C:2]1([CH3:15])[O:11][C:10]2[C:5](=[CH:6][C:7]([C:12]#[N:13])=[CH:8][CH:9]=2)[C@@H:4]2[O:14][C@H:3]12.[Cl:16][C:17]1[CH:26]=[CH:25][C:20]2[C:21]([NH2:24])=[N:22][O:23][C:19]=2[CH:18]=1. (2) The reactants are: [Cl:1][C:2]1[CH:3]=[C:4]([CH2:10][CH2:11][C:12]([CH:14]2[CH2:18][CH2:17][CH2:16][CH2:15]2)=[O:13])[CH:5]=[CH:6][C:7]=1[O:8][CH3:9].C[O:20][C:21]1[CH:26]=[C:25]([O:27]C)C=C[C:22]=1CCC(C1CCCC1)=O. Given the product [Cl:1][C:2]1[CH:3]=[C:4]([CH2:10][CH2:11][C:12]2([CH:14]3[CH2:18][CH2:17][CH2:16][CH2:15]3)[O:13][C:25](=[O:27])[CH2:26][C:21](=[O:20])[CH2:22]2)[CH:5]=[CH:6][C:7]=1[O:8][CH3:9], predict the reactants needed to synthesize it. (3) Given the product [Cl:21][C:19]1[CH:20]=[C:15]([O:14][CH2:13][C@H:9]2[CH2:10][CH2:11][CH2:12][N:8]2[C:6]([O:5][C:1]([CH3:4])([CH3:3])[CH3:2])=[O:7])[C:16]([C:23]#[N:25])=[N:17][CH:18]=1, predict the reactants needed to synthesize it. The reactants are: [C:1]([O:5][C:6]([N:8]1[CH2:12][CH2:11][CH2:10][C@@H:9]1[CH2:13][O:14][C:15]1[CH:16]=[N+:17]([O-])[CH:18]=[C:19]([Cl:21])[CH:20]=1)=[O:7])([CH3:4])([CH3:3])[CH3:2].[CH2:23]([N:25](CC)CC)C.C[Si](C#N)(C)C.[OH-].[Na+]. (4) Given the product [ClH:38].[S:1]1[CH:5]=[CH:4][C:3]2[C:6]([N:10]3[CH2:11][CH2:12][N:13]([CH2:16][CH2:17][CH2:18][O:19][C:20]4[N:24]([CH3:25])[N:23]=[C:22]([NH:26][C:36](=[O:37])[N:35]([CH3:39])[CH3:34])[CH:21]=4)[CH2:14][CH2:15]3)=[CH:7][CH:8]=[CH:9][C:2]1=2, predict the reactants needed to synthesize it. The reactants are: [S:1]1[CH:5]=[CH:4][C:3]2[C:6]([N:10]3[CH2:15][CH2:14][N:13]([CH2:16][CH2:17][CH2:18][O:19][C:20]4[N:24]([CH3:25])[N:23]=[C:22]([NH2:26])[CH:21]=4)[CH2:12][CH2:11]3)=[CH:7][CH:8]=[CH:9][C:2]1=2.C(N(CC)CC)C.[CH3:34][N:35]([CH3:39])[C:36]([Cl:38])=[O:37].N1C=CC=CC=1. (5) The reactants are: BrC1C=CC(Cl)=C(C=1)[C:7](O)=[O:8].[OH-:12].[K+].C(P(C(C)(C)C)[C:19]1[CH:24]=[CH:23][CH:22]=[CH:21][C:20]=1[C:25]1C(C(C)C)=CC(C(C)C)=CC=1C(C)C)(C)(C)C.[ClH:44].C[Si](C=[N+]=[N-])(C)C.C(O)(=[O:54])C. Given the product [Cl:44][C:19]1[CH:24]=[CH:23][C:22]([OH:54])=[CH:21][C:20]=1[C:25]([O:8][CH3:7])=[O:12], predict the reactants needed to synthesize it.